Dataset: NCI-60 drug combinations with 297,098 pairs across 59 cell lines. Task: Regression. Given two drug SMILES strings and cell line genomic features, predict the synergy score measuring deviation from expected non-interaction effect. (1) Drug 1: CCN(CC)CCNC(=O)C1=C(NC(=C1C)C=C2C3=C(C=CC(=C3)F)NC2=O)C. Drug 2: C(=O)(N)NO. Cell line: SW-620. Synergy scores: CSS=9.07, Synergy_ZIP=-5.39, Synergy_Bliss=-0.367, Synergy_Loewe=0.993, Synergy_HSA=0.993. (2) Drug 1: CC1CCC2CC(C(=CC=CC=CC(CC(C(=O)C(C(C(=CC(C(=O)CC(OC(=O)C3CCCCN3C(=O)C(=O)C1(O2)O)C(C)CC4CCC(C(C4)OC)O)C)C)O)OC)C)C)C)OC. Drug 2: CC12CCC3C(C1CCC2OP(=O)(O)O)CCC4=C3C=CC(=C4)OC(=O)N(CCCl)CCCl.[Na+]. Cell line: MDA-MB-435. Synergy scores: CSS=32.8, Synergy_ZIP=-0.183, Synergy_Bliss=0.531, Synergy_Loewe=2.48, Synergy_HSA=3.90. (3) Drug 2: CC(C)(C#N)C1=CC(=CC(=C1)CN2C=NC=N2)C(C)(C)C#N. Synergy scores: CSS=25.7, Synergy_ZIP=-4.75, Synergy_Bliss=-5.88, Synergy_Loewe=-2.58, Synergy_HSA=-2.44. Cell line: NCI-H522. Drug 1: C1=C(C(=O)NC(=O)N1)N(CCCl)CCCl.